Predict which catalyst facilitates the given reaction. From a dataset of Catalyst prediction with 721,799 reactions and 888 catalyst types from USPTO. (1) Reactant: [CH2:1]([NH2:4])C=C.[C:5]([N:12]1[CH:16]=[CH:15]N=C1)([N:7]1[CH:11]=[CH:10]N=[CH:8]1)=[O:6].[CH:17]12CC(CN[CH2:24]1)[CH2:20][N:19]([CH2:26][CH:27]([OH:38])[CH2:28][O:29][C:30]1[CH:37]=[CH:36][C:33]([C:34]#[N:35])=[CH:32][CH:31]=1)[CH2:18]2. Product: [NH3:4].[CH2:16]([NH:12][C:5]([N:7]1[CH2:8][CH:17]2[CH2:24][CH:10]([CH2:20][N:19]([CH2:26][CH:27]([OH:38])[CH2:28][O:29][C:30]3[CH:37]=[CH:36][C:33]([C:34]#[N:35])=[CH:32][CH:31]=3)[CH2:18]2)[CH2:11]1)=[O:6])[CH:15]=[CH2:1]. The catalyst class is: 1. (2) Reactant: [C:1]([O:5][C:6]([NH:8][C@H:9]1[CH2:14][CH2:13][CH2:12][CH2:11][C@H:10]1[NH:15][C:16]1[N:21]=[C:20](Cl)[C:19]2[C:23](=[O:33])[N:24]([C:26]([O:28][C:29]([CH3:32])([CH3:31])[CH3:30])=[O:27])[CH2:25][C:18]=2[C:17]=1[F:34])=[O:7])([CH3:4])([CH3:3])[CH3:2].[CH3:35][N:36]1[C:40]2[CH:41]=[C:42]([Sn](CCCC)(CCCC)CCCC)[S:43][C:39]=2[CH:38]=[N:37]1. Product: [C:1]([O:5][C:6]([NH:8][C@H:9]1[CH2:14][CH2:13][CH2:12][CH2:11][C@H:10]1[NH:15][C:16]1[N:21]=[C:20]([C:42]2[S:43][C:39]3[CH:38]=[N:37][N:36]([CH3:35])[C:40]=3[CH:41]=2)[C:19]2[C:23](=[O:33])[N:24]([C:26]([O:28][C:29]([CH3:32])([CH3:31])[CH3:30])=[O:27])[CH2:25][C:18]=2[C:17]=1[F:34])=[O:7])([CH3:4])([CH3:3])[CH3:2]. The catalyst class is: 741.